This data is from Catalyst prediction with 721,799 reactions and 888 catalyst types from USPTO. The task is: Predict which catalyst facilitates the given reaction. (1) Reactant: [C:1](#[N:5])[CH2:2][C:3]#[N:4].[H-].[Na+].[C:8](Cl)(=[O:12])[CH:9]([CH3:11])[CH3:10]. Product: [OH:12][C:8](=[C:2]([C:1]#[N:5])[C:3]#[N:4])[CH:9]([CH3:11])[CH3:10]. The catalyst class is: 1. (2) Reactant: [H-].C([Al+]CC(C)C)C(C)C.[Br:11][C:12]1[C:22]([O:23][CH2:24][CH3:25])=[CH:21][C:15]([C:16](OCC)=[O:17])=[CH:14][C:13]=1[O:26][CH2:27][CH3:28].O.O.O.O.O.O.O.O.O.O.S([O-])([O-])(=O)=O.[Na+].[Na+]. Product: [Br:11][C:12]1[C:22]([O:23][CH2:24][CH3:25])=[CH:21][C:15]([CH2:16][OH:17])=[CH:14][C:13]=1[O:26][CH2:27][CH3:28]. The catalyst class is: 1. (3) Reactant: [Br:1][C:2]1[CH:11]=[C:10]2[C:5]([CH2:6][CH:7]([CH2:12][OH:13])[NH:8][CH2:9]2)=[CH:4][CH:3]=1.[Si:14](Cl)([C:17]([CH3:20])([CH3:19])[CH3:18])([CH3:16])[CH3:15].N1C=CN=C1. Product: [Br:1][C:2]1[CH:11]=[C:10]2[C:5]([CH2:6][CH:7]([CH2:12][O:13][Si:14]([C:17]([CH3:20])([CH3:19])[CH3:18])([CH3:16])[CH3:15])[NH:8][CH2:9]2)=[CH:4][CH:3]=1. The catalyst class is: 35. (4) Reactant: F[C:2]1[CH:9]=[CH:8][C:5]([CH:6]=[O:7])=[CH:4][CH:3]=1.[C:10]1([OH:16])[CH:15]=[CH:14][CH:13]=[CH:12][CH:11]=1.C(=O)([O-])[O-].[K+].[K+].CN(C=O)C. Product: [O:16]([C:2]1[CH:9]=[CH:8][C:5]([CH:6]=[O:7])=[CH:4][CH:3]=1)[C:10]1[CH:15]=[CH:14][CH:13]=[CH:12][CH:11]=1. The catalyst class is: 6. (5) Reactant: [Cl:1][C:2]1[C:7]([F:8])=[CH:6][CH:5]=[C:4]([Cl:9])[C:3]=1[CH:10]([O:12][C:13]1[C:14]([NH2:28])=[N:15][CH:16]=[C:17](B2OC(C)(C)C(C)(C)O2)[CH:18]=1)[CH3:11].Br[C:30]1[CH:31]=[N:32][N:33]([CH:35]2[CH2:40][CH2:39][N:38]([C:41](=[O:43])[CH3:42])[CH2:37][CH2:36]2)[CH:34]=1.BrC1C=NN(C2CCNCC2)C=1.C(Cl)(=O)C. Product: [NH2:28][C:14]1[N:15]=[CH:16][C:17]([C:30]2[CH:31]=[N:32][N:33]([CH:35]3[CH2:36][CH2:37][N:38]([C:41](=[O:43])[CH3:42])[CH2:39][CH2:40]3)[CH:34]=2)=[CH:18][C:13]=1[O:12][CH:10]([C:3]1[C:4]([Cl:9])=[CH:5][CH:6]=[C:7]([F:8])[C:2]=1[Cl:1])[CH3:11]. The catalyst class is: 236. (6) Reactant: [N+:1]([C:4]1[C:5]([C:30]2[C:39]3[C:34](=[CH:35][CH:36]=[CH:37][CH:38]=3)[CH:33]=[CH:32][CH:31]=2)=[N:6][C:7]([O:10][C:11]2[N:16]=[C:15]([C:17]3[C:26]4[C:21](=[CH:22][CH:23]=[CH:24][CH:25]=4)[CH:20]=[CH:19][CH:18]=3)[C:14]([N+:27]([O-])=O)=[CH:13][N:12]=2)=[N:8][CH:9]=1)([O-])=O.C([O-])=O.[NH4+]. Product: [NH2:27][C:14]1[C:15]([C:17]2[C:26]3[C:21](=[CH:22][CH:23]=[CH:24][CH:25]=3)[CH:20]=[CH:19][CH:18]=2)=[N:16][C:11]([O:10][C:7]2[N:6]=[C:5]([C:30]3[C:39]4[C:34](=[CH:35][CH:36]=[CH:37][CH:38]=4)[CH:33]=[CH:32][CH:31]=3)[C:4]([NH2:1])=[CH:9][N:8]=2)=[N:12][CH:13]=1. The catalyst class is: 591. (7) Reactant: [OH:1][CH2:2][C:3]1[NH:4][C:5]2[C:10]([CH:11]=1)=[CH:9][C:8]([CH:12]=O)=[CH:7][CH:6]=2.[NH2:14][C:15]1[CH:23]=[C:22]([O:24][CH3:25])[CH:21]=[C:20]([O:26][CH3:27])[C:16]=1[C:17]([NH2:19])=[O:18].S([O-])(O)=O.[Na+].C1(C)C=CC(S(O)(=O)=O)=CC=1. Product: [OH:1][CH2:2][C:3]1[NH:4][C:5]2[C:10]([CH:11]=1)=[CH:9][C:8]([C:12]1[NH:19][C:17](=[O:18])[C:16]3[C:15](=[CH:23][C:22]([O:24][CH3:25])=[CH:21][C:20]=3[O:26][CH3:27])[N:14]=1)=[CH:7][CH:6]=2. The catalyst class is: 80.